Dataset: NCI-60 drug combinations with 297,098 pairs across 59 cell lines. Task: Regression. Given two drug SMILES strings and cell line genomic features, predict the synergy score measuring deviation from expected non-interaction effect. Cell line: NCI-H522. Drug 1: CCCS(=O)(=O)NC1=C(C(=C(C=C1)F)C(=O)C2=CNC3=C2C=C(C=N3)C4=CC=C(C=C4)Cl)F. Synergy scores: CSS=26.6, Synergy_ZIP=-5.51, Synergy_Bliss=-2.08, Synergy_Loewe=-3.80, Synergy_HSA=-3.51. Drug 2: CNC(=O)C1=NC=CC(=C1)OC2=CC=C(C=C2)NC(=O)NC3=CC(=C(C=C3)Cl)C(F)(F)F.